Dataset: Full USPTO retrosynthesis dataset with 1.9M reactions from patents (1976-2016). Task: Predict the reactants needed to synthesize the given product. (1) Given the product [C:1]([C:5]1[CH:10]=[CH:9][C:8]2[N:11]=[C:27]([NH:26][C:25]3[C:20]([O:19][C:18]4[CH:31]=[CH:32][CH:33]=[CH:34][C:17]=4[C:13]([CH3:16])([CH3:15])[CH3:14])=[N:21][C:22]([O:29][CH3:30])=[CH:23][CH:24]=3)[NH:12][C:7]=2[CH:6]=1)([CH3:4])([CH3:2])[CH3:3], predict the reactants needed to synthesize it. The reactants are: [C:1]([C:5]1[CH:10]=[CH:9][C:8]([NH2:11])=[C:7]([NH2:12])[CH:6]=1)([CH3:4])([CH3:3])[CH3:2].[C:13]([C:17]1[CH:34]=[CH:33][CH:32]=[CH:31][C:18]=1[O:19][C:20]1[C:25]([N:26]=[C:27]=S)=[CH:24][CH:23]=[C:22]([O:29][CH3:30])[N:21]=1)([CH3:16])([CH3:15])[CH3:14]. (2) Given the product [CH3:1][C:2]1[N:3]=[C:4]([NH:7][C:8]([C:10]2[CH:15]=[C:14]([C:27]3[CH:28]=[C:29]([C:34]#[N:35])[N:30]=[C:31]([CH3:33])[CH:32]=3)[CH:13]=[C:12]([CH3:25])[N:11]=2)=[O:9])[S:5][CH:6]=1, predict the reactants needed to synthesize it. The reactants are: [CH3:1][C:2]1[N:3]=[C:4]([NH:7][C:8]([C:10]2[CH:15]=[C:14](B3OC(C)(C)C(C)(C)O3)[CH:13]=[C:12]([CH3:25])[N:11]=2)=[O:9])[S:5][CH:6]=1.Br[C:27]1[CH:32]=[C:31]([CH3:33])[N:30]=[C:29]([C:34]#[N:35])[CH:28]=1. (3) Given the product [Si:1]([O:8][CH2:9][CH2:10][CH2:11][CH2:12][N:13]1[C:21]2[CH:20]=[CH:19][N:18]=[CH:17][C:16]=2[CH:15]=[C:14]1[CH2:22][OH:23])([C:4]([CH3:7])([CH3:5])[CH3:6])([CH3:3])[CH3:2], predict the reactants needed to synthesize it. The reactants are: [Si:1]([O:8][CH2:9][CH2:10][CH2:11][CH2:12][N:13]1[C:21]2[CH:20]=[CH:19][N:18]=[CH:17][C:16]=2[CH:15]=[C:14]1[C:22](OCC)=[O:23])([C:4]([CH3:7])([CH3:6])[CH3:5])([CH3:3])[CH3:2].[H-].[H-].[H-].[H-].[Li+].[Al+3].